This data is from NCI-60 drug combinations with 297,098 pairs across 59 cell lines. The task is: Regression. Given two drug SMILES strings and cell line genomic features, predict the synergy score measuring deviation from expected non-interaction effect. Cell line: HCT-15. Synergy scores: CSS=-2.67, Synergy_ZIP=-0.486, Synergy_Bliss=-5.30, Synergy_Loewe=-5.53, Synergy_HSA=-6.28. Drug 1: CCN(CC)CCNC(=O)C1=C(NC(=C1C)C=C2C3=C(C=CC(=C3)F)NC2=O)C. Drug 2: C1=CN(C=N1)CC(O)(P(=O)(O)O)P(=O)(O)O.